This data is from Forward reaction prediction with 1.9M reactions from USPTO patents (1976-2016). The task is: Predict the product of the given reaction. (1) Given the reactants Br[C:2]1[CH:7]=[CH:6][C:5]([N:8]2[CH2:12][C@H:11]([CH2:13][N:14]3[CH:18]=[CH:17][N:16]=[N:15]3)[O:10][C:9]2=[O:19])=[CH:4][C:3]=1[F:20].C([O-])(=O)C.[K+].B1(B2OC(C)(C)C(C)(C)O2)OC(C)(C)C(C)(C)O1.Br[C:45]1[CH:46]=[CH:47][C:48]([C:51]2[CH2:55][C@@H:54]([CH2:56][OH:57])[O:53][N:52]=2)=[N:49][CH:50]=1.C(=O)([O-])[O-].[K+].[K+], predict the reaction product. The product is: [F:20][C:3]1[CH:4]=[C:5]([N:8]2[CH2:12][C@H:11]([CH2:13][N:14]3[CH:18]=[CH:17][N:16]=[N:15]3)[O:10][C:9]2=[O:19])[CH:6]=[CH:7][C:2]=1[C:47]1[C:48]([C:51]2[CH2:55][C@@H:54]([CH2:56][OH:57])[O:53][N:52]=2)=[N:49][CH:50]=[CH:45][CH:46]=1. (2) Given the reactants Cl.Cl.[N:3]1[C:8]2[CH2:9][NH:10][CH2:11][C:7]=2[C:6]([NH:12][C:13]2[CH:14]=[N:15][C:16]3[C:21]([CH:22]=2)=[CH:20][CH:19]=[CH:18][CH:17]=3)=[N:5][CH:4]=1.[CH3:23][C:24]1[CH:29]=[CH:28][CH:27]=[CH:26][C:25]=1[S:30](Cl)(=[O:32])=[O:31].C(N(CC)C(C)C)(C)C.CN(C)C=O.C(NCC)C, predict the reaction product. The product is: [N:15]1[C:16]2[C:21](=[CH:20][CH:19]=[CH:18][CH:17]=2)[CH:22]=[C:13]([NH:12][C:6]2[C:7]3[CH2:11][N:10]([S:30]([C:25]4[C:24]([CH3:23])=[CH:29][CH:28]=[CH:27][CH:26]=4)(=[O:32])=[O:31])[CH2:9][C:8]=3[N:3]=[CH:4][N:5]=2)[CH:14]=1. (3) Given the reactants [Br:1][C:2]1[CH:10]=[CH:9][C:5]([C:6](O)=[O:7])=[C:4]([C:11](=[O:21])[C:12]2[CH:17]=[C:16]([O:18][CH3:19])[CH:15]=[C:14]([F:20])[CH:13]=2)[CH:3]=1.[CH:22]([N:25](CC)C(C)C)(C)C.CN(C(ON1N=NC2C=CC=NC1=2)=[N+](C)C)C.F[P-](F)(F)(F)(F)F.CN, predict the reaction product. The product is: [Br:1][C:2]1[CH:3]=[C:4]2[C:5](=[CH:9][CH:10]=1)[C:6](=[O:7])[N:25]([CH3:22])[C:11]2([C:12]1[CH:17]=[C:16]([O:18][CH3:19])[CH:15]=[C:14]([F:20])[CH:13]=1)[OH:21]. (4) Given the reactants [NH:1]1[C:9]2[C:4](=[CH:5][CH:6]=[CH:7][CH:8]=2)[C:3](/[CH:10]=[CH:11]/[C:12]2[CH:25]=[CH:24][C:15]([C:16]([N:18]3[CH2:23][CH2:22][NH:21][CH2:20][CH2:19]3)=[O:17])=[CH:14][CH:13]=2)=[N:2]1.OO.S([O-])(O)=[O:29].[Na+], predict the reaction product. The product is: [OH:29][N:21]1[CH2:22][CH2:23][N:18]([C:16](=[O:17])[C:15]2[CH:14]=[CH:13][C:12](/[CH:11]=[CH:10]/[C:3]3[C:4]4[C:9](=[CH:8][CH:7]=[CH:6][CH:5]=4)[NH:1][N:2]=3)=[CH:25][CH:24]=2)[CH2:19][CH2:20]1. (5) Given the reactants [C:1]1([C:16]2[CH:21]=[CH:20][CH:19]=[CH:18][CH:17]=2)[CH:6]=[CH:5][CH:4]=[C:3]([C:7]2[C:8]([F:15])=[C:9]([OH:14])[C:10](=[O:13])[NH:11][CH:12]=2)[CH:2]=1.[OH-].[Na+].[CH2:24](Br)[C:25]1[CH:30]=[CH:29][CH:28]=[CH:27][CH:26]=1, predict the reaction product. The product is: [CH2:24]([O:14][C:9]1[C:10](=[O:13])[NH:11][CH:12]=[C:7]([C:3]2[CH:2]=[C:1]([C:16]3[CH:21]=[CH:20][CH:19]=[CH:18][CH:17]=3)[CH:6]=[CH:5][CH:4]=2)[C:8]=1[F:15])[C:25]1[CH:30]=[CH:29][CH:28]=[CH:27][CH:26]=1. (6) Given the reactants [NH2:1][C@H:2]1[CH2:8][CH2:7][C@@H:6]([O:9][CH2:10][CH2:11][CH2:12][CH2:13][CH2:14][CH2:15][N:16]=[N+:17]=[N-:18])[CH2:5][N:4]([CH3:19])[C:3]1=[O:20].[CH3:21][C:22]([CH3:40])([CH3:39])/[CH:23]=[CH:24]/[C@H:25]1[O:30][C:29]([CH3:32])([CH3:31])[O:28][CH:27]2[CH:33]([O:37][CH3:38])[C:34](=[O:36])[O:35][C@H:26]12, predict the reaction product. The product is: [N:16]([CH2:15][CH2:14][CH2:13][CH2:12][CH2:11][CH2:10][O:9][C@H:6]1[CH2:5][N:4]([CH3:19])[C:3](=[O:20])[C@@H:2]([NH:1][C:34](=[O:36])[C@@H:33]([C@H:27]2[C@H:26]([OH:35])[C@@H:25](/[CH:24]=[CH:23]/[C:22]([CH3:39])([CH3:21])[CH3:40])[O:30][C:29]([CH3:32])([CH3:31])[O:28]2)[O:37][CH3:38])[CH2:8][CH2:7]1)=[N+:17]=[N-:18]. (7) Given the reactants C1([S:7]([C:10]2[CH:15]=[CH:14][C:13](N)=[CH:12][CH:11]=2)(=[O:9])=[O:8])C=CC=CC=1.[Cl:17][C:18]1[C:27]2[C:22](=[CH:23][C:24]([F:29])=[C:25]([I:28])[CH:26]=2)[N:21]=[CH:20][N:19]=1, predict the reaction product. The product is: [ClH:17].[CH:13]1[CH:12]=[CH:11][C:10]([S:7]([N:21]([C:22]2[CH:27]=[CH:26][CH:25]=[CH:24][CH:23]=2)[C:18]2[C:27]3[C:22](=[CH:23][C:24]([F:29])=[C:25]([I:28])[CH:26]=3)[N:21]=[CH:20][N:19]=2)(=[O:8])=[O:9])=[CH:15][CH:14]=1.